Dataset: Catalyst prediction with 721,799 reactions and 888 catalyst types from USPTO. Task: Predict which catalyst facilitates the given reaction. Reactant: [CH2:1]([N:3]1[C:7]2=[N:8][C:9]([CH2:44][CH3:45])=[C:10]([CH2:19][NH:20][C:21](=[O:43])[C:22]3[CH:27]=[CH:26][C:25]([NH:28][C:29](=[O:42])[CH2:30][CH2:31][CH2:32][CH2:33][CH2:34][CH2:35][CH2:36][N:37]([CH2:39][CH2:40][OH:41])[CH3:38])=[CH:24][CH:23]=3)[C:11]([NH:12][CH:13]3[CH2:18][CH2:17][O:16][CH2:15][CH2:14]3)=[C:6]2[CH:5]=[N:4]1)[CH3:2].[P:46](=[O:50])([OH:49])([OH:48])[OH:47]. Product: [P:46]([OH:50])([OH:49])([OH:48])=[O:47].[CH2:1]([N:3]1[C:7]2=[N:8][C:9]([CH2:44][CH3:45])=[C:10]([CH2:19][NH:20][C:21](=[O:43])[C:22]3[CH:27]=[CH:26][C:25]([NH:28][C:29](=[O:42])[CH2:30][CH2:31][CH2:32][CH2:33][CH2:34][CH2:35][CH2:36][N:37]([CH2:39][CH2:40][OH:41])[CH3:38])=[CH:24][CH:23]=3)[C:11]([NH:12][CH:13]3[CH2:14][CH2:15][O:16][CH2:17][CH2:18]3)=[C:6]2[CH:5]=[N:4]1)[CH3:2]. The catalyst class is: 252.